From a dataset of Full USPTO retrosynthesis dataset with 1.9M reactions from patents (1976-2016). Predict the reactants needed to synthesize the given product. (1) Given the product [C:1]1([C:7]2[S:11][C:10]([NH:12][C:13]([NH:15][C:16]3[C:21]([Cl:22])=[CH:20][C:19]([Cl:23])=[CH:18][C:17]=3[Cl:24])=[O:14])=[C:9]([C:25]([OH:27])=[O:26])[CH:8]=2)[CH:2]=[CH:3][CH:4]=[CH:5][CH:6]=1, predict the reactants needed to synthesize it. The reactants are: [C:1]1([C:7]2[S:11][C:10]([NH:12][C:13]([NH:15][C:16]3[C:21]([Cl:22])=[CH:20][C:19]([Cl:23])=[CH:18][C:17]=3[Cl:24])=[O:14])=[C:9]([C:25]([O:27]C(C)(C)C)=[O:26])[CH:8]=2)[CH:6]=[CH:5][CH:4]=[CH:3][CH:2]=1.C(O)(C(F)(F)F)=O. (2) Given the product [CH2:7]([O:6][CH2:5][C:3]1[CH2:4][CH:2]=1)[CH2:8][CH2:9][CH2:10][CH2:11][CH3:12], predict the reactants needed to synthesize it. The reactants are: Br[C:2]1(Br)[CH2:4][C:3]1(Br)[CH2:5][O:6][CH2:7][CH2:8][CH2:9][CH2:10][CH2:11][CH3:12].C[Li]. (3) Given the product [CH:23]([NH:26][C:27]([C:29]1[C:38](=[O:39])[C:37]2[C:32](=[N:33][CH:34]=[CH:35][CH:36]=2)[N:31]([C:5]2[CH:4]=[CH:3][CH:2]=[C:1]([C:7]#[C:9][C:13]3[CH:14]=[N:15][C:16]4[C:21]([CH:22]=3)=[CH:20][CH:19]=[CH:18][CH:17]=4)[CH:6]=2)[CH:30]=1)=[O:28])([CH3:25])[CH3:24], predict the reactants needed to synthesize it. The reactants are: [C:1]1([C:7](O)([C:9]#C)C)[CH:6]=[CH:5][CH:4]=[CH:3][CH:2]=1.Br[C:13]1[CH:14]=[N:15][C:16]2[C:21]([CH:22]=1)=[CH:20][CH:19]=[CH:18][CH:17]=2.[CH:23]([NH:26][C:27]([C:29]1[C:38](=[O:39])[C:37]2[C:32](=[N:33][CH:34]=[CH:35][CH:36]=2)[N:31](C2C=CC=C(Br)C=2)[CH:30]=1)=[O:28])([CH3:25])[CH3:24].